This data is from NCI-60 drug combinations with 297,098 pairs across 59 cell lines. The task is: Regression. Given two drug SMILES strings and cell line genomic features, predict the synergy score measuring deviation from expected non-interaction effect. (1) Drug 1: C1=CC(=C2C(=C1NCCNCCO)C(=O)C3=C(C=CC(=C3C2=O)O)O)NCCNCCO. Drug 2: COCCOC1=C(C=C2C(=C1)C(=NC=N2)NC3=CC=CC(=C3)C#C)OCCOC.Cl. Cell line: MDA-MB-435. Synergy scores: CSS=26.6, Synergy_ZIP=-2.96, Synergy_Bliss=8.18, Synergy_Loewe=-2.41, Synergy_HSA=5.74. (2) Drug 1: CC1=C(N=C(N=C1N)C(CC(=O)N)NCC(C(=O)N)N)C(=O)NC(C(C2=CN=CN2)OC3C(C(C(C(O3)CO)O)O)OC4C(C(C(C(O4)CO)O)OC(=O)N)O)C(=O)NC(C)C(C(C)C(=O)NC(C(C)O)C(=O)NCCC5=NC(=CS5)C6=NC(=CS6)C(=O)NCCC[S+](C)C)O. Drug 2: CN(CC1=CN=C2C(=N1)C(=NC(=N2)N)N)C3=CC=C(C=C3)C(=O)NC(CCC(=O)O)C(=O)O. Cell line: OVCAR-5. Synergy scores: CSS=40.8, Synergy_ZIP=-5.96, Synergy_Bliss=0.492, Synergy_Loewe=-0.329, Synergy_HSA=1.85. (3) Drug 1: CC1C(C(CC(O1)OC2CC(CC3=C2C(=C4C(=C3O)C(=O)C5=C(C4=O)C(=CC=C5)OC)O)(C(=O)C)O)N)O.Cl. Drug 2: C1=NC2=C(N1)C(=S)N=CN2. Cell line: TK-10. Synergy scores: CSS=8.87, Synergy_ZIP=-15.0, Synergy_Bliss=-23.8, Synergy_Loewe=-30.2, Synergy_HSA=-23.5. (4) Drug 1: C1C(C(OC1N2C=NC3=C(N=C(N=C32)Cl)N)CO)O. Drug 2: C(CN)CNCCSP(=O)(O)O. Cell line: HOP-62. Synergy scores: CSS=51.5, Synergy_ZIP=-2.09, Synergy_Bliss=-4.42, Synergy_Loewe=-59.5, Synergy_HSA=-2.46.